This data is from Forward reaction prediction with 1.9M reactions from USPTO patents (1976-2016). The task is: Predict the product of the given reaction. (1) The product is: [C:67]([C:66]1[CH:65]=[C:64]([C:63]2[C:58]([C@@H:48]([NH:47][C:91](=[O:92])[CH2:90][C:84]3[C:83]4[C:87](=[CH:88][CH:89]=[C:81]([NH:80][C:78](=[O:79])[O:77][C:73]([CH3:74])([CH3:75])[CH3:76])[CH:82]=4)[NH:86][CH:85]=3)[CH2:49][C:50]3[CH:51]=[C:52]([F:57])[CH:53]=[C:54]([F:56])[CH:55]=3)=[N:59][CH:60]=[CH:61][CH:62]=2)[CH:72]=[CH:71][CH:70]=1)(=[O:68])[NH2:69]. Given the reactants FC1C=C(C[C@@H](C2C(C3C=C(C=CC=3)C(N)=O)=CC=CN=2)NC(=O)CC2C3C(=CC=C(F)C=3)NC=2)C=C(F)C=1.FC(F)(F)C(O)=O.[NH2:47][C@H:48]([C:58]1[C:63]([C:64]2[CH:65]=[C:66]([CH:70]=[CH:71][CH:72]=2)[C:67]([NH2:69])=[O:68])=[CH:62][CH:61]=[CH:60][N:59]=1)[CH2:49][C:50]1[CH:55]=[C:54]([F:56])[CH:53]=[C:52]([F:57])[CH:51]=1.[C:73]([O:77][C:78]([NH:80][C:81]1[CH:82]=[C:83]2[C:87](=[CH:88][CH:89]=1)[NH:86][CH:85]=[C:84]2[CH2:90][C:91](O)=[O:92])=[O:79])([CH3:76])([CH3:75])[CH3:74], predict the reaction product. (2) Given the reactants [CH3:1][S-:2].[Na+].Cl[C:5]1[N:9]([CH3:10])[N:8]=[C:7]([C:11]2[CH:16]=[CH:15][C:14]([O:17][CH:18]([CH3:20])[CH3:19])=[C:13]([CH3:21])[CH:12]=2)[C:6]=1[CH:22]=[O:23].O1CCCC1, predict the reaction product. The product is: [CH:22]([C:6]1[C:7]([C:11]2[CH:16]=[CH:15][C:14]([O:17][CH:18]([CH3:20])[CH3:19])=[C:13]([CH3:21])[CH:12]=2)=[N:8][N:9]([CH3:10])[C:5]=1[S:2][CH3:1])=[O:23]. (3) Given the reactants Br[CH2:2][C:3](=O)[C:4]([O:6][CH2:7][CH3:8])=[O:5].[NH2:10][C:11]([NH2:13])=[S:12], predict the reaction product. The product is: [CH2:7]([O:6][C:4]([C:3]1[N:10]=[C:11]([NH2:13])[S:12][CH:2]=1)=[O:5])[CH3:8]. (4) Given the reactants [NH2:1][CH2:2][CH2:3][N:4]([CH2:9][C:10]([OH:12])=[O:11])[CH2:5][C:6]([OH:8])=[O:7].[CH3:13][CH2:14][O:15][C:16]([CH2:18]Br)=[O:17].C([O-])(O)=O.[Na+].C1(C)C=CC=CC=1.C(OCC)(=O)C, predict the reaction product. The product is: [C:10]([CH2:9][N:4]([CH2:5][C:6]([OH:8])=[O:7])[CH2:3][CH2:2][NH:1][CH2:18][C:16]([O:15][CH2:14][CH3:13])=[O:17])([OH:12])=[O:11]. (5) Given the reactants [C:1]([O:5][C:6]([N:8]1[CH2:11][CH2:10][C@H:9]1[CH2:12]OS(C)(=O)=O)=[O:7])([CH3:4])([CH3:3])[CH3:2].C([BH-](CC)CC)C.[Li+].C(OCC)(=O)C, predict the reaction product. The product is: [C:1]([O:5][C:6]([N:8]1[CH2:11][CH2:10][C@H:9]1[CH3:12])=[O:7])([CH3:4])([CH3:2])[CH3:3]. (6) Given the reactants [O:1]1[CH2:6][CH2:5][N:4]([C:7]2[C:12]([NH:13][C:14]3[C:23]4[C:18](=[CH:19][C:20]([F:24])=[CH:21][CH:22]=4)[N:17]=[C:16]([C:25]4[CH:30]=[C:29]([N+:31]([O-:33])=[O:32])[CH:28]=[CH:27][C:26]=4F)[C:15]=3[CH3:35])=[CH:11][C:10]([N:36]3[CH2:41][CH2:40][O:39][CH2:38][CH2:37]3)=[CH:9][N:8]=2)[CH2:3][CH2:2]1.[CH3:42][S:43]([OH:45])=[O:44].[Na], predict the reaction product. The product is: [O:1]1[CH2:6][CH2:5][N:4]([C:7]2[C:12]([NH:13][C:14]3[C:23]4[C:18](=[CH:19][C:20]([F:24])=[CH:21][CH:22]=4)[N:17]=[C:16]([C:25]4[CH:30]=[C:29]([N+:31]([O-:33])=[O:32])[CH:28]=[CH:27][C:26]=4[S:43]([CH3:42])(=[O:45])=[O:44])[C:15]=3[CH3:35])=[CH:11][C:10]([N:36]3[CH2:41][CH2:40][O:39][CH2:38][CH2:37]3)=[CH:9][N:8]=2)[CH2:3][CH2:2]1. (7) Given the reactants [Cl:1][C:2]1[C:7]([C:8]2(O)[CH2:11][O:10][CH2:9]2)=[CH:6][N:5]=[C:4]([C:13]#[N:14])[CH:3]=1.CCN(S(F)(F)[F:21])CC, predict the reaction product. The product is: [Cl:1][C:2]1[C:7]([C:8]2([F:21])[CH2:11][O:10][CH2:9]2)=[CH:6][N:5]=[C:4]([C:13]#[N:14])[CH:3]=1. (8) Given the reactants [N+:1]([C:4]1[C:5]([C:9]([OH:11])=[O:10])=[N:6][NH:7][CH:8]=1)([O-:3])=[O:2].S(Cl)(Cl)=O.[C:16](=O)([O-])[O-].[K+].[K+].[CH2:22](Cl)[C:23]1[CH:28]=[CH:27][CH:26]=[CH:25][CH:24]=1, predict the reaction product. The product is: [CH2:22]([N:7]1[CH:8]=[C:4]([N+:1]([O-:3])=[O:2])[C:5]([C:9]([O:11][CH3:16])=[O:10])=[N:6]1)[C:23]1[CH:28]=[CH:27][CH:26]=[CH:25][CH:24]=1. (9) The product is: [C:26]([C:30]1[CH:31]=[C:32]([NH:71][S:72]([CH3:75])(=[O:73])=[O:74])[C:33]([O:69][CH3:70])=[C:34]([NH:36][C:37](=[O:68])[NH:38][C:39]2[C:48]3[C:43](=[CH:44][CH:45]=[CH:46][CH:47]=3)[C:42]([O:49][C:50]3[CH:55]=[CH:54][N:53]=[C:52]([NH:56][C:57]4[CH:65]=[CH:64][C:60]([C:61]([NH:76][CH2:77][C:78]([CH2:83][OH:84])([CH2:81][OH:82])[CH2:79][OH:80])=[O:62])=[C:59]([O:66][CH3:67])[CH:58]=4)[CH:51]=3)=[CH:41][CH:40]=2)[CH:35]=1)([CH3:28])([CH3:27])[CH3:29]. Given the reactants CN(C(ON1N=NC2C=CC=NC1=2)=[N+](C)C)C.F[P-](F)(F)(F)(F)F.Cl.[C:26]([C:30]1[CH:31]=[C:32]([NH:71][S:72]([CH3:75])(=[O:74])=[O:73])[C:33]([O:69][CH3:70])=[C:34]([NH:36][C:37](=[O:68])[NH:38][C:39]2[C:48]3[C:43](=[CH:44][CH:45]=[CH:46][CH:47]=3)[C:42]([O:49][C:50]3[CH:55]=[CH:54][N:53]=[C:52]([NH:56][C:57]4[CH:65]=[CH:64][C:60]([C:61](O)=[O:62])=[C:59]([O:66][CH3:67])[CH:58]=4)[CH:51]=3)=[CH:41][CH:40]=2)[CH:35]=1)([CH3:29])([CH3:28])[CH3:27].[NH2:76][CH2:77][C:78]([CH2:83][OH:84])([CH2:81][OH:82])[CH2:79][OH:80].CCN(C(C)C)C(C)C, predict the reaction product.